Dataset: Catalyst prediction with 721,799 reactions and 888 catalyst types from USPTO. Task: Predict which catalyst facilitates the given reaction. (1) Product: [IH:9].[CH3:10][S:7][C:2]1[NH:1][CH2:6][CH2:5][CH2:4][N:3]=1. The catalyst class is: 21. Reactant: [N:1]1[CH2:6][CH2:5][CH2:4][NH:3][C:2]=1[SH:7].C[I:9].[CH2:10](O)C.CCCCCC. (2) Reactant: N#N.Cl.Cl.[F:5][C:6]1[C:14]2[N:13]=[C:12]([C@H:15]([NH2:25])[CH2:16][C:17]3[CH:22]=[CH:21][C:20]([O:23][CH3:24])=[CH:19][CH:18]=3)[NH:11][C:10]=2[CH:9]=[CH:8][CH:7]=1.[OH-].[Na+]. Product: [F:5][C:6]1[C:14]2[N:13]=[C:12]([C@H:15]([NH2:25])[CH2:16][C:17]3[CH:22]=[CH:21][C:20]([O:23][CH3:24])=[CH:19][CH:18]=3)[NH:11][C:10]=2[CH:9]=[CH:8][CH:7]=1. The catalyst class is: 2. (3) Reactant: [Li]CCCC.[Br:6][C:7]1[S:8][CH:9]=[CH:10][C:11]=1[CH3:12].CN([CH:16]=[O:17])C. Product: [Br:6][C:7]1[S:8][C:9]([CH:16]=[O:17])=[CH:10][C:11]=1[CH3:12]. The catalyst class is: 134. (4) Reactant: [C:1]1([C:7]2[N:8]=[CH:9][C:10](=[O:13])[NH:11][CH:12]=2)[CH:6]=[CH:5][CH:4]=[CH:3][CH:2]=1.[Br:14]N1C(=O)CCC1=O.CN(C=O)C. Product: [Br:14][C:9]1[C:10](=[O:13])[NH:11][CH:12]=[C:7]([C:1]2[CH:2]=[CH:3][CH:4]=[CH:5][CH:6]=2)[N:8]=1. The catalyst class is: 6. (5) Reactant: C([O:7][CH2:8][C@H:9]([C:15]1[C:24]([CH3:25])=[CH:23][C:18]2[N:19]=[C:20](Br)[S:21][C:17]=2[C:16]=1[C:26]1[CH:31]=[CH:30][C:29]([Cl:32])=[CH:28][CH:27]=1)[O:10][C:11]([CH3:14])([CH3:13])[CH3:12])(=O)C(C)(C)C.[Br:33][C:34]1[CH:35]=[C:36](B(O)O)[CH:37]=[CH:38][CH:39]=1.CO.[OH-].[Na+]. Product: [Br:33][C:34]1[CH:35]=[C:36]([C:20]2[S:21][C:17]3[C:16]([C:26]4[CH:27]=[CH:28][C:29]([Cl:32])=[CH:30][CH:31]=4)=[C:15]([C@H:9]([O:10][C:11]([CH3:13])([CH3:12])[CH3:14])[CH2:8][OH:7])[C:24]([CH3:25])=[CH:23][C:18]=3[N:19]=2)[CH:37]=[CH:38][CH:39]=1. The catalyst class is: 12.